From a dataset of NCI-60 drug combinations with 297,098 pairs across 59 cell lines. Regression. Given two drug SMILES strings and cell line genomic features, predict the synergy score measuring deviation from expected non-interaction effect. (1) Drug 1: C1=CC(=CC=C1CCC2=CNC3=C2C(=O)NC(=N3)N)C(=O)NC(CCC(=O)O)C(=O)O. Drug 2: CN(C)C1=NC(=NC(=N1)N(C)C)N(C)C. Cell line: SF-295. Synergy scores: CSS=30.5, Synergy_ZIP=-0.791, Synergy_Bliss=-1.17, Synergy_Loewe=-7.54, Synergy_HSA=-0.309. (2) Drug 1: COC1=NC(=NC2=C1N=CN2C3C(C(C(O3)CO)O)O)N. Drug 2: C#CCC(CC1=CN=C2C(=N1)C(=NC(=N2)N)N)C3=CC=C(C=C3)C(=O)NC(CCC(=O)O)C(=O)O. Cell line: HCT116. Synergy scores: CSS=76.8, Synergy_ZIP=1.85, Synergy_Bliss=-11.2, Synergy_Loewe=41.4, Synergy_HSA=-4.83. (3) Drug 1: CN(C)C1=NC(=NC(=N1)N(C)C)N(C)C. Drug 2: C1CN(CCN1C(=O)CCBr)C(=O)CCBr. Cell line: PC-3. Synergy scores: CSS=3.11, Synergy_ZIP=-3.22, Synergy_Bliss=-0.844, Synergy_Loewe=-10.3, Synergy_HSA=-4.62. (4) Drug 1: C1CN1P(=S)(N2CC2)N3CC3. Drug 2: CCC(=C(C1=CC=CC=C1)C2=CC=C(C=C2)OCCN(C)C)C3=CC=CC=C3.C(C(=O)O)C(CC(=O)O)(C(=O)O)O. Cell line: 786-0. Synergy scores: CSS=8.83, Synergy_ZIP=-1.74, Synergy_Bliss=3.37, Synergy_Loewe=-6.47, Synergy_HSA=0.288. (5) Drug 1: CC1=C2C(C(=O)C3(C(CC4C(C3C(C(C2(C)C)(CC1OC(=O)C(C(C5=CC=CC=C5)NC(=O)OC(C)(C)C)O)O)OC(=O)C6=CC=CC=C6)(CO4)OC(=O)C)O)C)O. Cell line: NCI-H226. Drug 2: CN(CC1=CN=C2C(=N1)C(=NC(=N2)N)N)C3=CC=C(C=C3)C(=O)NC(CCC(=O)O)C(=O)O. Synergy scores: CSS=33.1, Synergy_ZIP=4.12, Synergy_Bliss=6.77, Synergy_Loewe=-18.3, Synergy_HSA=4.10. (6) Synergy scores: CSS=60.6, Synergy_ZIP=0.433, Synergy_Bliss=4.22, Synergy_Loewe=-6.72, Synergy_HSA=3.71. Cell line: ACHN. Drug 1: C1=CC=C(C=C1)NC(=O)CCCCCCC(=O)NO. Drug 2: CC1=C(C(=O)C2=C(C1=O)N3CC4C(C3(C2COC(=O)N)OC)N4)N. (7) Drug 1: CCC1=C2CN3C(=CC4=C(C3=O)COC(=O)C4(CC)O)C2=NC5=C1C=C(C=C5)O. Drug 2: CC1CCC2CC(C(=CC=CC=CC(CC(C(=O)C(C(C(=CC(C(=O)CC(OC(=O)C3CCCCN3C(=O)C(=O)C1(O2)O)C(C)CC4CCC(C(C4)OC)OCCO)C)C)O)OC)C)C)C)OC. Cell line: HT29. Synergy scores: CSS=6.21, Synergy_ZIP=-8.29, Synergy_Bliss=-0.501, Synergy_Loewe=-25.6, Synergy_HSA=-1.63.